This data is from Reaction yield outcomes from USPTO patents with 853,638 reactions. The task is: Predict the reaction yield, written as a fraction of the theoretical maximum amount of product (1.0 means a 100% yield; for example, 0.34 means a 34% yield). (1) The reactants are [Cl:1][C:2]1[S:27][C:5]2[N:6]=[CH:7][N:8]=[C:9]([NH:10][CH:11]3[CH2:16][CH2:15][N:14]([CH2:17][C:18]4[CH:19]=[C:20]([CH:24]=[CH:25][CH:26]=4)[C:21]([OH:23])=O)[CH2:13][CH2:12]3)[C:4]=2[CH:3]=1.Cl.CN.C[CH2:32][N:33](C(C)C)C(C)C. The catalyst is S(Cl)(Cl)=O.C(Cl)Cl. The product is [Cl:1][C:2]1[S:27][C:5]2[N:6]=[CH:7][N:8]=[C:9]([NH:10][CH:11]3[CH2:12][CH2:13][N:14]([CH2:17][C:18]4[CH:19]=[C:20]([CH:24]=[CH:25][CH:26]=4)[C:21]([NH:33][CH3:32])=[O:23])[CH2:15][CH2:16]3)[C:4]=2[CH:3]=1. The yield is 0.480. (2) The reactants are F[C:2]1[N:32]=[CH:31][CH:30]=[CH:29][C:3]=1[C:4]([C:6]1[C:15]2[C:10](=[CH:11][CH:12]=[CH:13][CH:14]=2)[CH:9]=[C:8]([N:16]2[CH2:21][CH2:20][N:19]([C:22]([O:24][C:25]([CH3:28])([CH3:27])[CH3:26])=[O:23])[CH2:18][CH2:17]2)[N:7]=1)=[O:5].[OH-].[NH4+:34]. No catalyst specified. The product is [NH2:34][C:2]1[N:32]=[CH:31][CH:30]=[CH:29][C:3]=1[C:4]([C:6]1[C:15]2[C:10](=[CH:11][CH:12]=[CH:13][CH:14]=2)[CH:9]=[C:8]([N:16]2[CH2:21][CH2:20][N:19]([C:22]([O:24][C:25]([CH3:28])([CH3:27])[CH3:26])=[O:23])[CH2:18][CH2:17]2)[N:7]=1)=[O:5]. The yield is 0.760.